This data is from Reaction yield outcomes from USPTO patents with 853,638 reactions. The task is: Predict the reaction yield, written as a fraction of the theoretical maximum amount of product (1.0 means a 100% yield; for example, 0.34 means a 34% yield). (1) The reactants are [NH2:1][C:2]1[C:7]2[C:8]([C:11]3[CH:16]=[CH:15][C:14]([NH:17][C:18]([C:20]4[N:21]([CH3:29])[C:22]5[C:27]([CH:28]=4)=[CH:26][CH:25]=[CH:24][CH:23]=5)=[O:19])=[C:13]([O:30][CH3:31])[CH:12]=3)=[CH:9][S:10][C:6]=2[C:5](/[CH:32]=[CH:33]/[CH2:34][CH2:35][N:36]2[C:44](=[O:45])[C:43]3C(=CC=CC=3)C2=O)=[CH:4][N:3]=1.NN.[CH2:49]([OH:51])[CH3:50]. No catalyst specified. The product is [C:44]([OH:45])(=[O:51])[CH3:43].[C:49]([OH:19])(=[O:51])[CH3:50].[C:44]([OH:45])(=[O:51])[CH3:43].[C:44]([OH:45])(=[O:51])[CH3:43].[NH2:1][C:2]1[C:7]2[C:8]([C:11]3[CH:16]=[CH:15][C:14]([NH:17][C:18]([C:20]4[N:21]([CH3:29])[C:22]5[C:27]([CH:28]=4)=[CH:26][CH:25]=[CH:24][CH:23]=5)=[O:19])=[C:13]([O:30][CH3:31])[CH:12]=3)=[CH:9][S:10][C:6]=2[C:5](/[CH:32]=[CH:33]/[CH2:34][CH2:35][NH2:36])=[CH:4][N:3]=1. The yield is 0.0100. (2) The product is [Br:36][C:9]1[N:8]=[C:7]([CH:1]2[CH2:2][CH2:3][CH2:4][CH2:5][CH2:6]2)[N:11]2[C:12]3[CH:18]=[CH:17][N:16]([S:19]([C:22]4[CH:28]=[CH:27][C:25]([CH3:26])=[CH:24][CH:23]=4)(=[O:20])=[O:21])[C:13]=3[N:14]=[CH:15][C:10]=12. The catalyst is C1COCC1.CCOC(C)=O.C([O-])(O)=O.[Na+]. The yield is 0.830. The reactants are [CH:1]1([C:7]2[N:11]3[C:12]4[CH:18]=[CH:17][N:16]([S:19]([C:22]5[CH:28]=[CH:27][C:25]([CH3:26])=[CH:24][CH:23]=5)(=[O:21])=[O:20])[C:13]=4[N:14]=[CH:15][C:10]3=[CH:9][N:8]=2)[CH2:6][CH2:5][CH2:4][CH2:3][CH2:2]1.C1C(=O)N([Br:36])C(=O)C1. (3) The reactants are [F:1][C:2]1[CH:7]=[C:6]([F:8])[CH:5]=[CH:4][C:3]=1[C:9]1[CH:18]=[CH:17][C:16]2[C:11](=[CH:12][CH:13]=[C:14]([OH:19])[CH:15]=2)[C:10]=1[C:20]([C:22]1[CH:27]=[CH:26][C:25]([O:28][CH2:29][CH2:30][N:31]2[CH2:36][CH2:35][CH2:34][CH2:33][CH2:32]2)=[CH:24][CH:23]=1)=[O:21].[H-].[Al+3].[Li+].[H-].[H-].[H-]. The catalyst is C1COCC1. The product is [F:1][C:2]1[CH:7]=[C:6]([F:8])[CH:5]=[CH:4][C:3]=1[C:9]1[C:10]([CH:20]([OH:21])[C:22]2[CH:27]=[CH:26][C:25]([O:28][CH2:29][CH2:30][N:31]3[CH2:36][CH2:35][CH2:34][CH2:33][CH2:32]3)=[CH:24][CH:23]=2)=[C:11]2[C:16](=[CH:17][CH:18]=1)[CH:15]=[C:14]([OH:19])[CH:13]=[CH:12]2. The yield is 1.00. (4) The reactants are [N:1]([C@@H:4]1[CH2:6][C@H:5]1[C:7]1[CH:12]=[CH:11][CH:10]=[CH:9][CH:8]=1)=[C:2]=[O:3].[N:13]12[CH2:20][CH2:19][CH:16]([CH2:17][CH2:18]1)[CH:15]([OH:21])[CH2:14]2. No catalyst specified. The product is [C:7]1([C@@H:5]2[CH2:6][C@H:4]2[NH:1][C:2](=[O:3])[O:21][CH:15]2[CH:16]3[CH2:19][CH2:20][N:13]([CH2:18][CH2:17]3)[CH2:14]2)[CH:12]=[CH:11][CH:10]=[CH:9][CH:8]=1. The yield is 0.280. (5) The reactants are Cl[C:2]1[CH:3]=[C:4]([N:8]([C:10]2[CH:15]=[CH:14][C:13]([O:16][CH3:17])=[CH:12][CH:11]=2)[CH3:9])[CH:5]=[CH:6][CH:7]=1.[C:18]([O:22][C:23](=[O:31])[NH:24][CH:25]1[CH2:30][CH2:29][NH:28][CH2:27][CH2:26]1)([CH3:21])([CH3:20])[CH3:19].COC1C=CC=C(OC)C=1C1C=CC=CC=1P(C1CCCCC1)C1CCCCC1.CC([O-])(C)C.[K+]. The catalyst is C1(C)C=CC=CC=1.C1C=CC(/C=C/C(/C=C/C2C=CC=CC=2)=O)=CC=1.C1C=CC(/C=C/C(/C=C/C2C=CC=CC=2)=O)=CC=1.C1C=CC(/C=C/C(/C=C/C2C=CC=CC=2)=O)=CC=1.[Pd].[Pd]. The product is [C:18]([O:22][C:23](=[O:31])[NH:24][CH:25]1[CH2:30][CH2:29][N:28]([C:2]2[CH:7]=[CH:6][CH:5]=[C:4]([N:8]([C:10]3[CH:15]=[CH:14][C:13]([O:16][CH3:17])=[CH:12][CH:11]=3)[CH3:9])[CH:3]=2)[CH2:27][CH2:26]1)([CH3:21])([CH3:19])[CH3:20]. The yield is 0.270. (6) The reactants are Cl.[O:2]1CCO[CH:3]1[CH2:7][CH:8]([C:10]1[N:15]=[CH:14][C:13]([F:16])=[CH:12][N:11]=1)[CH3:9].C(=O)([O-])O.[Na+]. The catalyst is O1CCCC1. The product is [F:16][C:13]1[CH:14]=[N:15][C:10]([CH:8]([CH3:9])[CH2:7][CH:3]=[O:2])=[N:11][CH:12]=1. The yield is 0.350. (7) The reactants are C([O-])([O-])=O.[K+].[K+].[SH:7][C:8]1[N:16]=[CH:15][CH:14]=[CH:13][C:9]=1[C:10]([OH:12])=[O:11].Br[CH2:18][CH2:19][CH2:20][C:21]1[CH:26]=[CH:25][C:24]([F:27])=[CH:23][CH:22]=1.C(O)(=O)C. The catalyst is CN(C=O)C.O.CC(=O)OCC.CC(=O)OCC.CCCCCC. The product is [F:27][C:24]1[CH:25]=[CH:26][C:21]([CH2:20][CH2:19][CH2:18][S:7][C:8]2[N:16]=[CH:15][CH:14]=[CH:13][C:9]=2[C:10]([OH:12])=[O:11])=[CH:22][CH:23]=1. The yield is 0.470. (8) The reactants are [CH3:1][C:2]([CH3:6])(O)[C:3]#[N:4].[NH:7]1[CH2:12][CH2:11][O:10][CH2:9][CH2:8]1. The catalyst is CC(C)=O. The product is [CH3:1][C:2]([N:7]1[CH2:12][CH2:11][O:10][CH2:9][CH2:8]1)([CH3:6])[C:3]#[N:4]. The yield is 1.00.